From a dataset of Peptide-MHC class II binding affinity with 134,281 pairs from IEDB. Regression. Given a peptide amino acid sequence and an MHC pseudo amino acid sequence, predict their binding affinity value. This is MHC class II binding data. (1) The peptide sequence is APEVKYTVFETALKE. The MHC is HLA-DPA10301-DPB10402 with pseudo-sequence HLA-DPA10301-DPB10402. The binding affinity (normalized) is 0.738. (2) The peptide sequence is MLLRKYGIAAENVID. The MHC is HLA-DQA10102-DQB10602 with pseudo-sequence HLA-DQA10102-DQB10602. The binding affinity (normalized) is 0.535. (3) The peptide sequence is REEVFDERAANFENH. The MHC is HLA-DQA10505-DQB10301 with pseudo-sequence HLA-DQA10501-DQB10301. The binding affinity (normalized) is 0. (4) The peptide sequence is GELQIVDKYDAAFKI. The MHC is DRB3_0202 with pseudo-sequence DRB3_0202. The binding affinity (normalized) is 0.0851. (5) The peptide sequence is YALFYKLDVVPIDNDNTSY. The MHC is H-2-IAd with pseudo-sequence H-2-IAd. The binding affinity (normalized) is 0.606. (6) The peptide sequence is EKKYFAATQFEPLAL. The MHC is HLA-DQA10501-DQB10301 with pseudo-sequence HLA-DQA10501-DQB10301. The binding affinity (normalized) is 0.273.